This data is from Retrosynthesis with 50K atom-mapped reactions and 10 reaction types from USPTO. The task is: Predict the reactants needed to synthesize the given product. (1) Given the product CC(=O)Nc1ccc(Oc2ccnc3c2c(C2CC2)cn3S(=O)(=O)c2ccc(C)cc2)c(F)c1, predict the reactants needed to synthesize it. The reactants are: CC(=O)Nc1ccc(Oc2ccnc3c2c(Br)cn3S(=O)(=O)c2ccc(C)cc2)c(F)c1.OB(O)C1CC1. (2) Given the product CN(CC(O)CO)C(=O)c1c(I)c(C#N)c(I)c(C(=O)NCC(O)CO)c1I, predict the reactants needed to synthesize it. The reactants are: CNCC(O)CO.N#Cc1c(I)c(C(=O)O)c(I)c(C(=O)NCC(O)CO)c1I. (3) Given the product Cc1cccc(Cl)c1C(=O)N[C@@H](Cc1ccc(-c2c(C)ccn(C)c2=O)cc1)C(=O)O, predict the reactants needed to synthesize it. The reactants are: COC(=O)[C@H](Cc1ccc(-c2c(C)ccn(C)c2=O)cc1)NC(=O)c1c(C)cccc1Cl. (4) Given the product Cc1ccccc1N1C(=O)c2c(C)cccc2CC1Cn1nc(-c2cc(O)cc(F)c2)c2c(N)ncnc21, predict the reactants needed to synthesize it. The reactants are: Cc1ccccc1N1C(=O)c2c(C)cccc2CC1Cn1nc(I)c2c(N)ncnc21.OB(O)c1cc(O)cc(F)c1. (5) Given the product CCOC(=O)COCCOCCOCCN, predict the reactants needed to synthesize it. The reactants are: CCOC(=O)COCCOCCOCC[NH3+].